Dataset: Full USPTO retrosynthesis dataset with 1.9M reactions from patents (1976-2016). Task: Predict the reactants needed to synthesize the given product. Given the product [Cl:19][C:20]1[CH:21]=[C:22]([CH:26]([C:35]2[CH:40]=[CH:39][CH:38]=[C:37]([Cl:41])[CH:36]=2)[C:27]2[S:31][C:30]([C:32]([NH:2][C@@H:3]([CH2:8][CH2:9][CH2:10][NH:11][C:12]([O:14][C:15]([CH3:18])([CH3:17])[CH3:16])=[O:13])[C:4]([O:6][CH3:7])=[O:5])=[O:33])=[CH:29][CH:28]=2)[CH:23]=[CH:24][CH:25]=1, predict the reactants needed to synthesize it. The reactants are: Cl.[NH2:2][C@@H:3]([CH2:8][CH2:9][CH2:10][NH:11][C:12]([O:14][C:15]([CH3:18])([CH3:17])[CH3:16])=[O:13])[C:4]([O:6][CH3:7])=[O:5].[Cl:19][C:20]1[CH:21]=[C:22]([CH:26]([C:35]2[CH:40]=[CH:39][CH:38]=[C:37]([Cl:41])[CH:36]=2)[C:27]2[S:31][C:30]([C:32](O)=[O:33])=[CH:29][CH:28]=2)[CH:23]=[CH:24][CH:25]=1.C(N(C(C)C)CC)(C)C.CN(C(ON1N=NC2C=CC=CC1=2)=[N+](C)C)C.F[P-](F)(F)(F)(F)F.